This data is from Full USPTO retrosynthesis dataset with 1.9M reactions from patents (1976-2016). The task is: Predict the reactants needed to synthesize the given product. (1) Given the product [N+:1]([C:4]1[CH:5]=[CH:6][C:7]([N:10]2[CH2:11][CH:12]([NH2:14])[CH2:13]2)=[CH:8][CH:9]=1)([O-:3])=[O:2], predict the reactants needed to synthesize it. The reactants are: [N+:1]([C:4]1[CH:9]=[CH:8][C:7]([N:10]2[CH2:13][CH:12]([NH:14]C(=O)OC(C)(C)C)[CH2:11]2)=[CH:6][CH:5]=1)([O-:3])=[O:2].FC(F)(F)C(O)=O. (2) Given the product [CH2:1]([C:7]1[C:15]2[C:10](=[CH:11][CH:12]=[CH:13][CH:14]=2)[N:9]([CH3:19])[CH:8]=1)[CH2:2][CH2:3][CH2:4][CH2:5][CH3:6], predict the reactants needed to synthesize it. The reactants are: [CH2:1]([C:7]1[C:15]2[C:10](=[CH:11][CH:12]=[CH:13][CH:14]=2)[NH:9][CH:8]=1)[CH2:2][CH2:3][CH2:4][CH2:5][CH3:6].[OH-].[K+].I[CH3:19].[Cl-].[NH4+]. (3) Given the product [C:1]([C:5]1[CH:6]=[C:7]([NH:18][C:19](=[O:49])[NH:20][CH2:21][C:22]2[CH:48]=[CH:47][CH:46]=[CH:45][C:23]=2[CH2:24][O:25][C:26]2[CH:31]=[C:30]([CH3:32])[N:29]([C:33]3[CH:34]=[C:35]([CH:39]=[CH:40][C:41]=3[CH3:42])[C:36]([NH:60][CH2:56][CH2:57][N:58]([CH3:61])[CH3:59])=[O:38])[C:28](=[O:43])[C:27]=2[Cl:44])[N:8]([C:10]2[CH:15]=[CH:14][C:13]([OH:16])=[C:12]([Cl:17])[CH:11]=2)[N:9]=1)([CH3:4])([CH3:2])[CH3:3], predict the reactants needed to synthesize it. The reactants are: [C:1]([C:5]1[CH:6]=[C:7]([NH:18][C:19](=[O:49])[NH:20][CH2:21][C:22]2[CH:48]=[CH:47][CH:46]=[CH:45][C:23]=2[CH2:24][O:25][C:26]2[CH:31]=[C:30]([CH3:32])[N:29]([C:33]3[CH:34]=[C:35]([CH:39]=[CH:40][C:41]=3[CH3:42])[C:36]([OH:38])=O)[C:28](=[O:43])[C:27]=2[Cl:44])[N:8]([C:10]2[CH:15]=[CH:14][C:13]([OH:16])=[C:12]([Cl:17])[CH:11]=2)[N:9]=1)([CH3:4])([CH3:3])[CH3:2].CNCCNC.[CH:56]1[N:60]=[CH:59][N:58]([C:61](N2C=NC=C2)=O)[CH:57]=1. (4) Given the product [CH3:21][C:22]([NH:23][C:12]([C:10]1[CH:9]=[CH:8][C:7]([N:15]2[CH2:18][C:17]([F:20])([F:19])[CH2:16]2)=[C:6]([O:5][CH2:4][CH:1]2[CH2:2][CH2:3]2)[N:11]=1)=[O:14])([C:24]1[N:28]=[C:27]([CH3:29])[O:26][N:25]=1)[CH3:30], predict the reactants needed to synthesize it. The reactants are: [CH:1]1([CH2:4][O:5][C:6]2[N:11]=[C:10]([C:12]([OH:14])=O)[CH:9]=[CH:8][C:7]=2[N:15]2[CH2:18][C:17]([F:20])([F:19])[CH2:16]2)[CH2:3][CH2:2]1.[CH3:21][C:22]([CH3:30])([C:24]1[N:28]=[C:27]([CH3:29])[O:26][N:25]=1)[NH2:23]. (5) Given the product [Cl:1][C:2]1[CH:42]=[C:41]([CH:40]=[C:4]([O:5][C:6]2[C:11](=[O:12])[N:10]([CH2:13][C:14]3[CH:15]=[C:16]([CH:51]=[O:52])[C:17](=[O:29])[N:18]([CH2:20][C:21]4[CH:26]=[CH:25][C:24]([O:27][CH3:28])=[CH:23][CH:22]=4)[N:19]=3)[CH:9]=[N:8][C:7]=2[C:36]([F:39])([F:37])[F:38])[CH:3]=1)[C:43]#[N:44], predict the reactants needed to synthesize it. The reactants are: [Cl:1][C:2]1[CH:3]=[C:4]([CH:40]=[C:41]([C:43]#[N:44])[CH:42]=1)[O:5][C:6]1[C:11](=[O:12])[N:10]([CH2:13][C:14]2[CH:15]=[C:16](/C=C/C(OC)=O)[C:17](=[O:29])[N:18]([CH2:20][C:21]3[CH:26]=[CH:25][C:24]([O:27][CH3:28])=[CH:23][CH:22]=3)[N:19]=2)[CH:9]=[N:8][C:7]=1[C:36]([F:39])([F:38])[F:37].ClCCl.S(C)C.[CH3:51][OH:52]. (6) Given the product [CH2:1]([N:7]1[C:12](=[O:13])[C:11]2[S:14][CH:15]=[C:16]([C:17]3[CH:22]=[CH:21][CH:20]=[CH:19][C:18]=3[F:35])[C:10]=2[N:9]=[CH:8]1)[CH2:2][CH2:3][CH3:4], predict the reactants needed to synthesize it. The reactants are: [C:1]1([N:7]2[C:12](=[O:13])[C:11]3[S:14][CH:15]=[C:16]([C:17]4[CH:22]=[CH:21][CH:20]=[CH:19][CH:18]=4)[C:10]=3[N:9]=[CH:8]2)C=C[CH:4]=[CH:3][CH:2]=1.NC1C(C2C=CC=CC=2[F:35])=CSC=1C(OC)=O.C(OCC)(OCC)OCC.C(N)CCC. (7) Given the product [C:1]([O:5][C:6](=[O:35])[NH:7][CH:8]([CH:29]1[CH2:30][CH2:31][CH2:32][CH2:33][CH2:34]1)[C:9]([N:11]1[CH2:15][CH2:14][CH:13]2[N:16]([C:37](=[O:38])[CH3:36])[CH2:17][CH:18]([C:19]3[C:27]4[C:22](=[CH:23][C:24]([F:28])=[CH:25][CH:26]=4)[NH:21][CH:20]=3)[CH:12]12)=[O:10])([CH3:4])([CH3:2])[CH3:3], predict the reactants needed to synthesize it. The reactants are: [C:1]([O:5][C:6](=[O:35])[NH:7][CH:8]([CH:29]1[CH2:34][CH2:33][CH2:32][CH2:31][CH2:30]1)[C:9]([N:11]1[CH2:15][CH2:14][CH:13]2[NH:16][CH2:17][CH:18]([C:19]3[C:27]4[C:22](=[CH:23][C:24]([F:28])=[CH:25][CH:26]=4)[NH:21][CH:20]=3)[CH:12]12)=[O:10])([CH3:4])([CH3:3])[CH3:2].[CH3:36][C:37](OC(C)=O)=[O:38].